From a dataset of Full USPTO retrosynthesis dataset with 1.9M reactions from patents (1976-2016). Predict the reactants needed to synthesize the given product. (1) Given the product [Br:1][C:2]1[CH:3]=[CH:4][C:5]([O:10][CH2:11][CH:13]2[CH2:14][O:15]2)=[C:6]([CH:9]=1)[CH:7]=[O:8], predict the reactants needed to synthesize it. The reactants are: [Br:1][C:2]1[CH:3]=[CH:4][C:5]([OH:10])=[C:6]([CH:9]=1)[CH:7]=[O:8].[CH2:11]([CH:13]1[O:15][CH2:14]1)Br.C([O-])([O-])=O.[K+].[K+].O. (2) Given the product [CH3:41][O:40][CH2:39][CH2:38][O:20][C:16]1[CH:15]=[C:14]([CH2:13][N:12]2[C:8]([CH3:7])=[N:9][C:10]([C:21]3[O:25][N:24]=[C:23]([C:26]4[CH:31]=[CH:30][C:29]([O:32][C:33]([F:36])([F:34])[F:35])=[CH:28][CH:27]=4)[N:22]=3)=[N:11]2)[CH:19]=[CH:18][CH:17]=1, predict the reactants needed to synthesize it. The reactants are: C([O-])([O-])=O.[K+].[K+].[CH3:7][C:8]1[N:12]([CH2:13][C:14]2[CH:15]=[C:16]([OH:20])[CH:17]=[CH:18][CH:19]=2)[N:11]=[C:10]([C:21]2[O:25][N:24]=[C:23]([C:26]3[CH:31]=[CH:30][C:29]([O:32][C:33]([F:36])([F:35])[F:34])=[CH:28][CH:27]=3)[N:22]=2)[N:9]=1.Br[CH2:38][CH2:39][O:40][CH3:41].